From a dataset of Catalyst prediction with 721,799 reactions and 888 catalyst types from USPTO. Predict which catalyst facilitates the given reaction. (1) Reactant: [Br:1][C:2]1[CH:6]=[N:5][N:4]([CH:7]([CH3:9])[CH3:8])[C:3]=1[C:10]1[CH:11]=[C:12]([NH2:18])[CH:13]=[CH:14][C:15]=1[O:16][CH3:17].[F:19][C:20]1[CH:21]=[C:22]([N:27]=[C:28]=[O:29])[CH:23]=[CH:24][C:25]=1[F:26]. Product: [Br:1][C:2]1[CH:6]=[N:5][N:4]([CH:7]([CH3:9])[CH3:8])[C:3]=1[C:10]1[CH:11]=[C:12]([NH:18][C:28]([NH:27][C:22]2[CH:23]=[CH:24][C:25]([F:26])=[C:20]([F:19])[CH:21]=2)=[O:29])[CH:13]=[CH:14][C:15]=1[O:16][CH3:17]. The catalyst class is: 2. (2) Reactant: C[O:2][C:3](=[O:29])[C:4]1[CH:9]=[CH:8][C:7]([CH2:10][N:11]2[C:23]3[CH:22]=[CH:21][C:20]([C:24]4[NH:28][N:27]=[N:26][N:25]=4)=[CH:19][C:18]=3[C:17]3[C:12]2=[CH:13][CH:14]=[CH:15][CH:16]=3)=[CH:6][CH:5]=1.[OH-].[Na+]. Product: [C:3]([C:4]1[CH:5]=[CH:6][C:7]([CH2:10][N:11]2[C:23]3[CH:22]=[CH:21][C:20]([C:24]4[N:25]=[N:26][NH:27][N:28]=4)=[CH:19][C:18]=3[C:17]3[C:12]2=[CH:13][CH:14]=[CH:15][CH:16]=3)=[CH:8][CH:9]=1)([OH:29])=[O:2]. The catalyst class is: 666. (3) Reactant: C[CH:2]1[CH2:10][C:9]2[C:4](=[CH:5][CH:6]=[CH:7][CH:8]=2)[C:3]1=[N:11]O.[CH3:13]O. Product: [CH3:13][CH:10]1[C:9]2[C:4](=[CH:5][CH:6]=[CH:7][CH:8]=2)[CH:3]([NH2:11])[CH2:2]1. The catalyst class is: 45. (4) Reactant: [Cl:1][C:2]1[N:10]=[C:9](Cl)[C:8]([F:12])=[CH:7][C:3]=1[C:4]([NH2:6])=O.Cl.[CH2:14]([O:21][C:22](=[O:31])[NH:23][C:24]1([C@H:27]([NH2:30])[CH2:28][CH3:29])[CH2:26][CH2:25]1)[C:15]1[CH:20]=[CH:19][CH:18]=[CH:17][CH:16]=1.CCN(C(C)C)C(C)C. Product: [Cl:1][C:2]1[N:10]=[C:9]([NH:30][C@@H:27]([C:24]2([NH:23][C:22](=[O:31])[O:21][CH2:14][C:15]3[CH:16]=[CH:17][CH:18]=[CH:19][CH:20]=3)[CH2:26][CH2:25]2)[CH2:28][CH3:29])[C:8]([F:12])=[CH:7][C:3]=1[C:4]#[N:6]. The catalyst class is: 296. (5) Reactant: [Cl:1][C:2]1[C:13]2[C:12](=[O:14])[N:11]([CH:15]3[CH2:20][CH2:19][N:18]([CH3:21])[CH2:17][CH2:16]3)[C:10](=[O:22])[C:9]=2[CH:8]=[C:7]2[C:3]=1[N:4]=[C:5]([C:23]1[C:24](=[O:30])[NH:25][CH:26]=[CH:27][C:28]=1Cl)[NH:6]2.[NH2:31][CH2:32][C@@H:33]([OH:44])[CH2:34][O:35][C:36]1[CH:41]=[CH:40][C:39]([CH3:42])=[CH:38][C:37]=1[CH3:43].CCN(CC)CC. Product: [Cl:1][C:2]1[C:13]2[C:12](=[O:14])[N:11]([CH:15]3[CH2:20][CH2:19][N:18]([CH3:21])[CH2:17][CH2:16]3)[C:10](=[O:22])[C:9]=2[CH:8]=[C:7]2[C:3]=1[N:4]=[C:5]([C:23]1[C:24](=[O:30])[NH:25][CH:26]=[CH:27][C:28]=1[NH:31][CH2:32][CH:33]([OH:44])[CH2:34][O:35][C:36]1[CH:41]=[CH:40][C:39]([CH3:42])=[CH:38][C:37]=1[CH3:43])[NH:6]2. The catalyst class is: 14.